This data is from Catalyst prediction with 721,799 reactions and 888 catalyst types from USPTO. The task is: Predict which catalyst facilitates the given reaction. (1) Reactant: [CH3:1][C:2]1([CH3:22])[C:10]2=[CH:11][C:12]3[NH:13][C:14]4[C:19]([C:20]=3[CH:21]=[C:9]2[C:8]2[C:3]1=[CH:4][CH:5]=[CH:6][CH:7]=2)=[CH:18][CH:17]=[CH:16][CH:15]=4.[H-].[Na+].Cl[C:26]1[N:31]=[C:30]([C:32]2[CH:37]=[CH:36][CH:35]=[CH:34][CH:33]=2)[N:29]=[C:28]([N:38]2[C:50]3[CH:49]=[CH:48][C:47]([C:51]4[CH:56]=[CH:55][CH:54]=[CH:53][CH:52]=4)=[CH:46][C:45]=3[C:44]3[C:39]2=[CH:40][CH:41]=[C:42]([C:57]2[CH:62]=[CH:61][CH:60]=[CH:59][CH:58]=2)[CH:43]=3)[N:27]=1. Product: [C:57]1([C:42]2[CH:41]=[CH:40][C:39]3[N:38]([C:28]4[N:29]=[C:30]([C:32]5[CH:33]=[CH:34][CH:35]=[CH:36][CH:37]=5)[N:31]=[C:26]([N:13]5[C:12]6[CH:11]=[C:10]7[C:2]([CH3:22])([CH3:1])[C:3]8[C:8]([C:9]7=[CH:21][C:20]=6[C:19]6[C:14]5=[CH:15][CH:16]=[CH:17][CH:18]=6)=[CH:7][CH:6]=[CH:5][CH:4]=8)[N:27]=4)[C:50]4[C:45]([C:44]=3[CH:43]=2)=[CH:46][C:47]([C:51]2[CH:56]=[CH:55][CH:54]=[CH:53][CH:52]=2)=[CH:48][CH:49]=4)[CH:58]=[CH:59][CH:60]=[CH:61][CH:62]=1. The catalyst class is: 9. (2) Reactant: [Cl:1]N1C(=O)CCC1=O.[CH:9]1([C:12]2[CH:17]=[C:16]([C:18]([O:20][CH3:21])=[O:19])[C:15]([OH:22])=[CH:14][C:13]=2[C:23]2[CH:28]=[CH:27][C:26]([F:29])=[CH:25][CH:24]=2)[CH2:11][CH2:10]1.O. Product: [Cl:1][C:14]1[C:15]([OH:22])=[C:16]([C:18]([O:20][CH3:21])=[O:19])[CH:17]=[C:12]([CH:9]2[CH2:11][CH2:10]2)[C:13]=1[C:23]1[CH:28]=[CH:27][C:26]([F:29])=[CH:25][CH:24]=1. The catalyst class is: 3. (3) Product: [OH:1][C:2]1[CH:7]=[CH:6][C:5](/[CH:8]=[CH:9]/[C:10]([O-:12])=[O:11])=[CH:4][C:3]=1[O:13][CH3:14].[K+:18]. The catalyst class is: 11. Reactant: [OH:1][C:2]1[CH:7]=[CH:6][C:5](/[CH:8]=[CH:9]/[C:10]([OH:12])=[O:11])=[CH:4][C:3]=1[O:13][CH3:14].CO.[OH-].[K+:18].